From a dataset of Full USPTO retrosynthesis dataset with 1.9M reactions from patents (1976-2016). Predict the reactants needed to synthesize the given product. (1) The reactants are: [NH2:1][CH2:2][C:3]1[C:4]([F:14])=[CH:5][C:6]([Cl:13])=[C:7]([CH:12]=1)[C:8]([O:10][CH3:11])=[O:9].CCN(C(C)C)C(C)C.[C:24](Cl)(=[O:29])[C:25]([CH3:28])([CH3:27])[CH3:26]. Given the product [Cl:13][C:6]1[CH:5]=[C:4]([F:14])[C:3]([CH2:2][NH:1][C:24](=[O:29])[C:25]([CH3:28])([CH3:27])[CH3:26])=[CH:12][C:7]=1[C:8]([O:10][CH3:11])=[O:9], predict the reactants needed to synthesize it. (2) Given the product [C:1]([C:4]1[C:9]([NH:10][C:11]([C:13]2[S:14][CH:15]=[C:16]([C:23]#[C:22][Si:24]([CH3:27])([CH3:26])[CH3:25])[N:17]=2)=[O:12])=[C:8]([CH3:19])[C:7]([O:20][CH3:21])=[CH:6][CH:5]=1)(=[O:3])[CH3:2], predict the reactants needed to synthesize it. The reactants are: [C:1]([C:4]1[C:9]([NH:10][C:11]([C:13]2[S:14][CH:15]=[C:16](Br)[N:17]=2)=[O:12])=[C:8]([CH3:19])[C:7]([O:20][CH3:21])=[CH:6][CH:5]=1)(=[O:3])[CH3:2].[C:22]([Si:24]([CH3:27])([CH3:26])[CH3:25])#[CH:23].C1(P(C2C=CC=CC=2)C2C=CC=CC=2)C=CC=CC=1.C(OC(C)C)(C)C. (3) Given the product [Cl:3][CH2:6][CH2:7][CH2:8][C:9]1[CH:10]=[N:11][CH:12]=[CH:13][CH:14]=1, predict the reactants needed to synthesize it. The reactants are: S(Cl)([Cl:3])=O.O[CH2:6][CH2:7][CH2:8][C:9]1[CH:10]=[N:11][CH:12]=[CH:13][CH:14]=1.C(=O)([O-])[O-].[K+].[K+]. (4) Given the product [Si:1]([O:18][CH2:19][CH2:20][NH:21][C:22]1[C:26]2[CH:27]=[N:28][C:29]([NH:52][C:50]3[CH:49]=[CH:48][N:47]=[C:46]([C:44]4[CH:43]=[N:42][N:41]([S:38]([CH:35]5[CH2:37][CH2:36]5)(=[O:40])=[O:39])[CH:45]=4)[N:51]=3)=[CH:30][C:25]=2[N:24]([CH:32]([CH3:34])[CH3:33])[N:23]=1)([C:14]([CH3:17])([CH3:16])[CH3:15])([C:8]1[CH:13]=[CH:12][CH:11]=[CH:10][CH:9]=1)[C:2]1[CH:7]=[CH:6][CH:5]=[CH:4][CH:3]=1, predict the reactants needed to synthesize it. The reactants are: [Si:1]([O:18][CH2:19][CH2:20][NH:21][C:22]1[C:26]2[CH:27]=[N:28][C:29](Cl)=[CH:30][C:25]=2[N:24]([CH:32]([CH3:34])[CH3:33])[N:23]=1)([C:14]([CH3:17])([CH3:16])[CH3:15])([C:8]1[CH:13]=[CH:12][CH:11]=[CH:10][CH:9]=1)[C:2]1[CH:7]=[CH:6][CH:5]=[CH:4][CH:3]=1.[CH:35]1([S:38]([N:41]2[CH:45]=[C:44]([C:46]3[N:51]=[C:50]([NH2:52])[CH:49]=[CH:48][N:47]=3)[CH:43]=[N:42]2)(=[O:40])=[O:39])[CH2:37][CH2:36]1.C(=O)([O-])[O-].[Cs+].[Cs+].C1(P(C2CCCCC2)C2C=CC=CC=2C2C(C(C)C)=CC(C(C)C)=CC=2C(C)C)CCCCC1. (5) Given the product [CH:3]([C:29]1[CH2:30][C@H:31]2[C@@H:38]([CH:39]=1)[C:33]1([O:37][CH2:36][CH2:35][O:34]1)[CH2:32]2)=[CH2:4], predict the reactants needed to synthesize it. The reactants are: [Cl-].[Li+].[CH2:3]([Sn](CCCC)(CCCC)C=C)[CH2:4]CC.O1CCCC1.FC(F)(F)S(O[C:29]1[CH2:30][C@H:31]2[C@@H:38]([CH:39]=1)[C:33]1([O:37][CH2:36][CH2:35][O:34]1)[CH2:32]2)(=O)=O. (6) Given the product [OH:23][NH:22][C:16]([C:14]1[CH:13]=[CH:12][C:8]2[CH2:9][N:10]([CH3:11])[C@@H:4]([CH:1]([CH3:3])[CH3:2])[CH2:5][O:6][C:7]=2[CH:15]=1)=[O:18], predict the reactants needed to synthesize it. The reactants are: [CH:1]([C@@H:4]1[N:10]([CH3:11])[CH2:9][C:8]2[CH:12]=[CH:13][C:14]([C:16]([O:18]C)=O)=[CH:15][C:7]=2[O:6][CH2:5]1)([CH3:3])[CH3:2].CO.[NH2:22][OH:23].[OH-].[Na+]. (7) Given the product [NH2:2][CH2:1][C:3]1[CH:11]=[CH:10][C:6]2[N:7]=[CH:8][S:9][C:5]=2[CH:4]=1, predict the reactants needed to synthesize it. The reactants are: [C:1]([C:3]1[CH:11]=[CH:10][C:6]2[N:7]=[CH:8][S:9][C:5]=2[CH:4]=1)#[N:2].[H-].[Al+3].[Li+].[H-].[H-].[H-]. (8) Given the product [C:14]([O:18][C:19](=[O:20])[NH:21][C@H:22]([C:37]1[CH:42]=[C:41]([F:43])[C:40]([F:44])=[C:39]([F:45])[CH:38]=1)[C@H:23]([OH:25])[CH3:24])([CH3:15])([CH3:16])[CH3:17], predict the reactants needed to synthesize it. The reactants are: C(=O)([O-])[O-].[K+].[K+].CO.C1COCC1.[C:14]([O:18][C:19]([NH:21][C@H:22]([C:37]1[CH:42]=[C:41]([F:43])[C:40]([F:44])=[C:39]([F:45])[CH:38]=1)[C@H:23]([O:25]C(=O)C1C=CC([N+]([O-])=O)=CC=1)[CH3:24])=[O:20])([CH3:17])([CH3:16])[CH3:15]. (9) Given the product [ClH:23].[Cl:24][C:10]1[CH:11]=[C:12]([Cl:23])[C:13]2[N:14]=[CH:15][C:16]([CH2:19][N:20]([CH3:21])[CH3:22])=[N:17][C:18]=2[C:9]=1[OH:8], predict the reactants needed to synthesize it. The reactants are: C([O:8][C:9]1[C:10]([Cl:24])=[CH:11][C:12]([Cl:23])=[C:13]2[C:18]=1[N:17]=[C:16]([CH2:19][N:20]([CH3:22])[CH3:21])[CH:15]=[N:14]2)C1C=CC=CC=1.